The task is: Predict the reactants needed to synthesize the given product.. This data is from Full USPTO retrosynthesis dataset with 1.9M reactions from patents (1976-2016). (1) Given the product [CH3:1][C:2]1[CH:3]=[C:4]([CH:7]=[CH:8][C:9]([N:25]=[N+:26]=[N-:27])=[O:11])[S:5][CH:6]=1, predict the reactants needed to synthesize it. The reactants are: [CH3:1][C:2]1[CH:3]=[C:4]([CH:7]=[CH:8][C:9]([OH:11])=O)[S:5][CH:6]=1.C(N(CC)CC)C.ClC(OCC)=O.[N-:25]=[N+:26]=[N-:27].[Na+]. (2) Given the product [O:27]1[CH2:28][CH:29]=[C:30]([C:33]2[CH:34]=[CH:35][C:36]([N:17]3[CH:18]=[CH:19][C:15]([CH:13]([C:11]4[CH:10]=[CH:9][C:8]5[N:4]([CH2:3][O:2][CH3:1])[C:5](=[O:20])[S:6][C:7]=5[CH:12]=4)[CH3:14])=[N:16]3)=[N:37][CH:38]=2)[CH2:31][CH2:32]1, predict the reactants needed to synthesize it. The reactants are: [CH3:1][O:2][CH2:3][N:4]1[C:8]2[CH:9]=[CH:10][C:11]([CH:13]([C:15]3[CH:19]=[CH:18][NH:17][N:16]=3)[CH3:14])=[CH:12][C:7]=2[S:6][C:5]1=[O:20].CC(C)([O-])C.[Li+].[O:27]1[CH2:32][CH:31]=[C:30]([C:33]2[CH:34]=[CH:35][C:36](F)=[N:37][CH:38]=2)[CH2:29][CH2:28]1. (3) Given the product [C:27]([CH2:26][N:5]1[C:6]2[C:11](=[C:10]([C:13]([F:15])([F:16])[F:14])[C:9]([C:17]#[N:18])=[CH:8][CH:7]=2)[CH:12]=[C:4]1[CH2:1][CH2:2][CH3:3])#[N:28], predict the reactants needed to synthesize it. The reactants are: [CH2:1]([C:4]1[NH:5][C:6]2[C:11]([CH:12]=1)=[C:10]([C:13]([F:16])([F:15])[F:14])[C:9]([C:17]#[N:18])=[CH:8][CH:7]=2)[CH2:2][CH3:3].C([O-])([O-])=O.[Cs+].[Cs+].Br[CH2:26][C:27]#[N:28]. (4) Given the product [N+:1]([C:4]1[CH:5]=[CH:6][C:7]2=[C:28]3[C:29](=[C:34]([NH2:35])[N:10]=[C:8]2[CH:9]=1)[N:30]=[CH:31][CH:32]=[CH:33]3)([O-:3])=[O:2], predict the reactants needed to synthesize it. The reactants are: [N+:1]([C:4]1[CH:5]=[CH:6][C:7](B2OC(C)(C)C(C)(C)O2)=[C:8]([NH:10]C(=O)OC(C)(C)C)[CH:9]=1)([O-:3])=[O:2].Br[C:28]1[C:29]([C:34]#[N:35])=[N:30][CH:31]=[CH:32][CH:33]=1.C(=O)([O-])[O-].[K+].[K+]. (5) Given the product [CH3:25][N:2]([CH3:1])[CH2:3][CH2:4][CH2:5][C:6]1[CH:7]=[C:8]2[C:12](=[CH:13][CH:14]=1)[C:11](=[C:15]1[C:23]3[C:18](=[CH:19][CH:20]=[CH:21][CH:22]=3)[NH:17][C:16]1=[O:24])[O:10][CH2:9]2, predict the reactants needed to synthesize it. The reactants are: [CH3:1][N:2]([CH3:25])[CH2:3][C:4]#[C:5][C:6]1[CH:7]=[C:8]2[C:12](=[CH:13][CH:14]=1)[C:11](=[C:15]1[C:23]3[C:18](=[CH:19][CH:20]=[CH:21][CH:22]=3)[NH:17][C:16]1=[O:24])[O:10][CH2:9]2.[H][H]. (6) Given the product [CH2:1]([C:4]1[C:13]2[O:12][CH2:11][C:10]3=[CH:14][N:15]=[CH:16][N:9]3[C:8]=2[CH:7]=[CH:6][CH:5]=1)[CH:2]=[CH2:3], predict the reactants needed to synthesize it. The reactants are: [CH2:1]([C:4]1[C:13]2[O:12][CH2:11][C:10]3=[C:14](C(O)=O)[N:15]=[CH:16][N:9]3[C:8]=2[CH:7]=[CH:6][CH:5]=1)[CH:2]=[CH2:3].